From a dataset of Reaction yield outcomes from USPTO patents with 853,638 reactions. Predict the reaction yield, written as a fraction of the theoretical maximum amount of product (1.0 means a 100% yield; for example, 0.34 means a 34% yield). (1) The reactants are [CH3:1][C:2]1[N:7]=[C:6]([C:8]([NH:10][C:11]23[CH2:18][C:15]([C:19]([OH:21])=O)([CH2:16][CH2:17]2)[CH2:14][CH2:13][CH2:12]3)=[O:9])[CH:5]=[N:4][CH:3]=1.[N:22]1[CH:27]=[CH:26][CH:25]=[CH:24][C:23]=1[NH2:28].CN(C(ON1N=NC2C=CC=NC1=2)=[N+](C)C)C.F[P-](F)(F)(F)(F)F.CCN(C(C)C)C(C)C. The yield is 0.270. The catalyst is CN(C=O)C.O. The product is [CH3:1][C:2]1[N:7]=[C:6]([C:8]([NH:10][C:11]23[CH2:18][C:15]([C:19]([NH:28][C:23]4[CH:24]=[CH:25][CH:26]=[CH:27][N:22]=4)=[O:21])([CH2:16][CH2:17]2)[CH2:14][CH2:13][CH2:12]3)=[O:9])[CH:5]=[N:4][CH:3]=1. (2) No catalyst specified. The reactants are Br[C:2]1[C:3]2[C:4]3[CH:17]=[CH:16][S:15][C:5]=3[C:6](=[O:14])[NH:7][C:8]=2[CH:9]=[CH:10][C:11]=1[O:12][CH3:13].CC1(C)C(C)(C)OB(/[CH:26]=[CH:27]/[CH2:28][N:29]2[CH2:34][CH2:33][CH2:32][CH:31]([NH:35][C:36](=[O:42])[O:37][C:38]([CH3:41])([CH3:40])[CH3:39])[CH2:30]2)O1. The yield is 0.470. The product is [CH3:13][O:12][C:11]1[CH:10]=[CH:9][C:8]2[NH:7][C:6](=[O:14])[C:5]3[S:15][CH:16]=[CH:17][C:4]=3[C:3]=2[C:2]=1/[CH:26]=[CH:27]/[CH2:28][N:29]1[CH2:34][CH2:33][CH2:32][CH:31]([NH:35][C:36](=[O:42])[O:37][C:38]([CH3:41])([CH3:40])[CH3:39])[CH2:30]1. (3) The reactants are [C:1]([C:3]1[CH:28]=[CH:27][C:6]([C:7]([NH:9][C:10]2[N:11]([CH3:26])[N:12]=[C:13]([C:19]([F:25])([F:24])[C:20]([F:23])([F:22])[F:21])[C:14]=2[C:15]([F:18])([F:17])[F:16])=[O:8])=[CH:5][C:4]=1[N+:29]([O-])=O)#[N:2].[OH-].[Na+].S(S([O-])=O)([O-])=O.[Na+].[Na+]. The catalyst is O1CCCC1.[Br-].C([N+](CCCC)(CCCC)CCCC)CCC.O.C(OCC)(=O)C. The product is [NH2:29][C:4]1[CH:5]=[C:6]([CH:27]=[CH:28][C:3]=1[C:1]#[N:2])[C:7]([NH:9][C:10]1[N:11]([CH3:26])[N:12]=[C:13]([C:19]([F:25])([F:24])[C:20]([F:21])([F:22])[F:23])[C:14]=1[C:15]([F:16])([F:18])[F:17])=[O:8]. The yield is 0.633. (4) The reactants are [CH3:1][O:2][C:3]1[C:8]([O:9][CH3:10])=[CH:7][CH:6]=[CH:5][C:4]=1[CH2:11][C:12]([OH:14])=O.C(Cl)(=O)C(Cl)=O.[NH2:21][C:22]1[C:27]([C:28]#[N:29])=[C:26]([O:30][CH2:31][CH3:32])[N:25]=[C:24]([NH2:33])[CH:23]=1.NC1C(N)=NC=CC=1. The catalyst is C(Cl)Cl.N1C=CC=CC=1. The product is [NH2:21][C:22]1[C:27]([C:28]#[N:29])=[C:26]([O:30][CH2:31][CH3:32])[N:25]=[C:24]([NH:33][C:12](=[O:14])[CH2:11][C:4]2[CH:5]=[CH:6][CH:7]=[C:8]([O:9][CH3:10])[C:3]=2[O:2][CH3:1])[CH:23]=1. The yield is 0.350. (5) The reactants are [NH2:1][C:2]1[S:3][CH:4]=[C:5]([CH2:11][O:12][CH2:13][O:14][CH3:15])[C:6]=1[S:7]([NH2:10])(=[O:9])=[O:8].CS[C:18](SC)=[C:19]1[C:28](=[O:29])[C:27]2[C:22](=[N:23][CH:24]=[CH:25][CH:26]=2)[N:21]([CH2:30][CH2:31][CH2:32][CH3:33])[C:20]1=[O:34].[C:37]1(C)C=CC=CC=1. No catalyst specified. The product is [OH:29][C:28]1[C:27]2[C:22](=[N:23][CH:24]=[CH:25][CH:26]=2)[N:21]([CH2:30][CH2:31][CH:32]([CH3:37])[CH3:33])[C:20](=[O:34])[C:19]=1[C:18]1[NH:1][C:2]2[S:3][CH:4]=[C:5]([CH2:11][O:12][CH2:13][O:14][CH3:15])[C:6]=2[S:7](=[O:8])(=[O:9])[N:10]=1. The yield is 0.490. (6) The reactants are [F:1][C:2]1[CH:7]=[C:6]([F:8])[CH:5]=[CH:4][C:3]=1[C@:9]([OH:30])([C@H:16]([C:18]1[CH:23]=[CH:22][C:21]([C:24]2[N:28]([CH3:29])[N:27]=[CH:26][CH:25]=2)=[CH:20][CH:19]=1)[CH3:17])[CH2:10][N:11]1[CH:15]=[N:14][CH:13]=[N:12]1.C(N(C(C)C)[P:35]([O:44][CH2:45][C:46]1[CH:51]=[CH:50][CH:49]=[CH:48][CH:47]=1)[O:36][CH2:37][C:38]1[CH:43]=[CH:42][CH:41]=[CH:40][CH:39]=1)(C)C.N1C=NN=N1.ClC1C=CC=C(C(OO)=[O:68])C=1. The catalyst is CN(C)C1C=CN=CC=1.ClCCl. The product is [P:35]([O:30][C@@:9]([C:3]1[CH:4]=[CH:5][C:6]([F:8])=[CH:7][C:2]=1[F:1])([C@H:16]([C:18]1[CH:23]=[CH:22][C:21]([C:24]2[N:28]([CH3:29])[N:27]=[CH:26][CH:25]=2)=[CH:20][CH:19]=1)[CH3:17])[CH2:10][N:11]1[CH:15]=[N:14][CH:13]=[N:12]1)([O:36][CH2:37][C:38]1[CH:39]=[CH:40][CH:41]=[CH:42][CH:43]=1)([O:44][CH2:45][C:46]1[CH:47]=[CH:48][CH:49]=[CH:50][CH:51]=1)=[O:68]. The yield is 0.270. (7) The reactants are [CH2:1]([N:3]1[CH2:16][CH2:15][C:14]2[CH:13]=[CH:12][C:11]3[NH:10][C:9](=[O:17])[C:8](=[O:18])[NH:7][C:6]=3[C:5]=2[CH2:4]1)[CH3:2].[N+:19]([O-])([O-:21])=[O:20].[K+].[OH-].[NH4+]. The catalyst is S(=O)(=O)(O)O. The product is [CH2:1]([N:3]1[CH2:16][CH2:15][C:14]2[C:13]([N+:19]([O-:21])=[O:20])=[CH:12][C:11]3[NH:10][C:9](=[O:17])[C:8](=[O:18])[NH:7][C:6]=3[C:5]=2[CH2:4]1)[CH3:2]. The yield is 0.940. (8) The reactants are [Br:1][C:2]1[CH:3]=[C:4]([NH2:13])[CH:5]=[C:6]([N:8]2[CH:12]=[CH:11][CH:10]=[N:9]2)[CH:7]=1.[C:14]([N:22]=[C:23]=[S:24])(=[O:21])[C:15]1[CH:20]=[CH:19][CH:18]=[CH:17][CH:16]=1. The catalyst is CC(C)=O. The product is [C:14]([NH:22][C:23]([NH:13][C:4]1[CH:5]=[C:6]([N:8]2[CH:12]=[CH:11][CH:10]=[N:9]2)[CH:7]=[C:2]([Br:1])[CH:3]=1)=[S:24])(=[O:21])[C:15]1[CH:20]=[CH:19][CH:18]=[CH:17][CH:16]=1. The yield is 0.890. (9) The reactants are [CH3:1][C:2]1[S:3][CH:4]=[C:5]([C:7]2[CH:15]=[CH:14][C:10]([C:11]([OH:13])=O)=[CH:9][CH:8]=2)[N:6]=1.CN(C(ON1N=NC2C=CC=CC1=2)=[N+](C)C)C.[B-](F)(F)(F)F.[CH3:38][N:39]([CH:50]1[CH2:55][CH2:54][N:53]([CH3:56])[CH2:52][CH2:51]1)[C:40]1[O:41][C:42]2[CH:48]=[CH:47][C:46]([NH2:49])=[CH:45][C:43]=2[N:44]=1.CC(C)=O. The catalyst is CN(C=O)C. The product is [CH3:38][N:39]([CH:50]1[CH2:55][CH2:54][N:53]([CH3:56])[CH2:52][CH2:51]1)[C:40]1[O:41][C:42]2[CH:48]=[CH:47][C:46]([NH:49][C:11](=[O:13])[C:10]3[CH:9]=[CH:8][C:7]([C:5]4[N:6]=[C:2]([CH3:1])[S:3][CH:4]=4)=[CH:15][CH:14]=3)=[CH:45][C:43]=2[N:44]=1. The yield is 1.00.